From a dataset of Forward reaction prediction with 1.9M reactions from USPTO patents (1976-2016). Predict the product of the given reaction. (1) Given the reactants Cl[C:2]1C=C(C)C2C(=CC=C(C#CC3C=CC(C4C=CC(Cl)=CC=4)=CN=3)C=2)[N:3]=1.Br[C:29]1[CH:38]=[C:37]([CH3:39])[C:36]2[C:31](=[CH:32][CH:33]=[C:34]([C:40]#[C:41][C:42]3[CH:47]=[CH:46][C:45]([C:48]4[CH:53]=[CH:52][C:51]([Cl:54])=[CH:50][CH:49]=4)=[CH:44][N:43]=3)[CH:35]=2)[N:30]=1, predict the reaction product. The product is: [Cl:54][C:51]1[CH:52]=[CH:53][C:48]([C:45]2[CH:46]=[CH:47][C:42]([C:41]#[C:40][C:34]3[CH:35]=[C:36]4[C:31](=[CH:32][CH:33]=3)[N:30]=[C:29]([CH2:2][NH2:3])[CH:38]=[C:37]4[CH3:39])=[N:43][CH:44]=2)=[CH:49][CH:50]=1. (2) Given the reactants CC1(C)COB(B2OCC(C)(C)CO2)OC1.C([O-])(=O)C.[K+].Br[C:23]1[CH:28]=[CH:27][C:26]([CH:29]2[CH2:34][CH2:33][N:32]([CH3:35])[CH2:31][CH2:30]2)=[CH:25][CH:24]=1.Br[C:37]1[CH:38]=[C:39]2[C:43](=[CH:44][C:45]=1[Cl:46])[NH:42][N:41]=[C:40]2[C:47]([OH:49])=[O:48].C(=O)([O-])[O-].[K+].[K+], predict the reaction product. The product is: [Cl:46][C:45]1[CH:44]=[C:43]2[C:39]([C:40]([C:47]([OH:49])=[O:48])=[N:41][NH:42]2)=[CH:38][C:37]=1[C:23]1[CH:28]=[CH:27][C:26]([CH:29]2[CH2:34][CH2:33][N:32]([CH3:35])[CH2:31][CH2:30]2)=[CH:25][CH:24]=1. (3) Given the reactants [ClH:1].[S:2]1[CH:6]=[CH:5][C:4]2[C:7]([N:11]3[CH2:16][CH2:15][N:14]([CH2:17][CH2:18][CH2:19][CH2:20][O:21][C:22]4[CH:31]=[C:30]5[C:25]([CH:26]=[CH:27][C:28](=[O:32])[NH:29]5)=[CH:24][CH:23]=4)[CH2:13][CH2:12]3)=[CH:8][CH:9]=[CH:10][C:3]1=2, predict the reaction product. The product is: [ClH:1].[S:2]1[CH:6]=[CH:5][C:4]2[C:7]([N:11]3[CH2:12][CH2:13][N:14]([CH2:17][CH2:18][CH2:19][CH2:20][O:21][C:22]4[CH:31]=[C:30]5[C:25]([CH:26]=[CH:27][C:28](=[O:32])[NH:29]5)=[CH:24][CH:23]=4)[CH2:15][CH2:16]3)=[CH:8][CH:9]=[CH:10][C:3]1=2. (4) Given the reactants [C:1]([C:4]1[N:8]([CH3:9])[N:7]=[C:6]([CH2:10][CH2:11][CH3:12])[C:5]=1[NH:13][C:14]([C:16]1[CH:17]=[C:18]([S:26](Cl)(=[O:28])=[O:27])[CH:19]=[CH:20][C:21]=1[O:22][CH2:23][CH2:24][CH3:25])=[O:15])(=[O:3])[NH2:2].C(N(CC)CC)C.[NH2:37][CH2:38][CH2:39][CH:40]1[CH2:44][CH2:43][CH2:42][N:41]1[CH3:45], predict the reaction product. The product is: [CH3:9][N:8]1[C:4]([C:1]([NH2:2])=[O:3])=[C:5]([NH:13][C:14](=[O:15])[C:16]2[CH:17]=[C:18]([S:26](=[O:28])(=[O:27])[NH:37][CH2:38][CH2:39][CH:40]3[CH2:44][CH2:43][CH2:42][N:41]3[CH3:45])[CH:19]=[CH:20][C:21]=2[O:22][CH2:23][CH2:24][CH3:25])[C:6]([CH2:10][CH2:11][CH3:12])=[N:7]1. (5) Given the reactants [Cl:1][C:2]1[N:10]=[C:9]2[C:5]([N:6]=[CH:7][N:8]2[CH:11]2[CH2:15][CH2:14][CH2:13][CH2:12]2)=[C:4](Cl)[N:3]=1.[NH2:17][C@H:18]1[CH2:23][CH2:22][C@H:21]([OH:24])[CH2:20][CH2:19]1, predict the reaction product. The product is: [Cl:1][C:2]1[N:10]=[C:9]2[C:5]([N:6]=[CH:7][N:8]2[CH:11]2[CH2:15][CH2:14][CH2:13][CH2:12]2)=[C:4]([NH:17][C@H:18]2[CH2:23][CH2:22][C@H:21]([OH:24])[CH2:20][CH2:19]2)[N:3]=1.